Regression. Given two drug SMILES strings and cell line genomic features, predict the synergy score measuring deviation from expected non-interaction effect. From a dataset of NCI-60 drug combinations with 297,098 pairs across 59 cell lines. Drug 1: C1=NC(=NC(=O)N1C2C(C(C(O2)CO)O)O)N. Drug 2: CC1C(C(CC(O1)OC2CC(OC(C2O)C)OC3=CC4=CC5=C(C(=O)C(C(C5)C(C(=O)C(C(C)O)O)OC)OC6CC(C(C(O6)C)O)OC7CC(C(C(O7)C)O)OC8CC(C(C(O8)C)O)(C)O)C(=C4C(=C3C)O)O)O)O. Cell line: MCF7. Synergy scores: CSS=25.4, Synergy_ZIP=-2.31, Synergy_Bliss=-1.88, Synergy_Loewe=-2.16, Synergy_HSA=-1.09.